This data is from Full USPTO retrosynthesis dataset with 1.9M reactions from patents (1976-2016). The task is: Predict the reactants needed to synthesize the given product. The reactants are: [Cl-].O[NH3+:3].[C:4](=[O:7])([O-])[OH:5].[Na+].CS(C)=O.[CH2:13]([C:15]1[S:52][C:18]2[N:19]([CH2:37][C:38]3[CH:43]=[CH:42][C:41]([C:44]4[C:45]([C:50]#[N:51])=[CH:46][CH:47]=[CH:48][CH:49]=4)=[CH:40][CH:39]=3)[C:20](=[O:36])[N:21]([CH2:24][C:25]([C:27]3[CH:32]=[CH:31][C:30]([O:33][CH3:34])=[CH:29][C:28]=3[CH3:35])=[O:26])[C:22](=[O:23])[C:17]=2[CH:16]=1)[CH3:14]. Given the product [CH2:13]([C:15]1[S:52][C:18]2[N:19]([CH2:37][C:38]3[CH:39]=[CH:40][C:41]([C:44]4[CH:49]=[CH:48][CH:47]=[CH:46][C:45]=4[C:50]4[NH:3][C:4](=[O:7])[O:5][N:51]=4)=[CH:42][CH:43]=3)[C:20](=[O:36])[N:21]([CH2:24][C:25]([C:27]3[CH:32]=[CH:31][C:30]([O:33][CH3:34])=[CH:29][C:28]=3[CH3:35])=[O:26])[C:22](=[O:23])[C:17]=2[CH:16]=1)[CH3:14], predict the reactants needed to synthesize it.